Task: Predict which catalyst facilitates the given reaction.. Dataset: Catalyst prediction with 721,799 reactions and 888 catalyst types from USPTO (1) Reactant: [CH3:1][C:2]1[N:7]=[C:6]2[S:8][CH:9]=[CH:10][C:5]2=[C:4]([C:11]2[CH:16]=[CH:15][C:14]([CH3:17])=[CH:13][CH:12]=2)[C:3]=1[CH:18]([CH2:23][CH2:24][CH3:25])[C:19]([O:21]C)=[O:20].[OH-].[Na+]. Product: [CH3:1][C:2]1[N:7]=[C:6]2[S:8][CH:9]=[CH:10][C:5]2=[C:4]([C:11]2[CH:12]=[CH:13][C:14]([CH3:17])=[CH:15][CH:16]=2)[C:3]=1[CH:18]([CH2:23][CH2:24][CH3:25])[C:19]([OH:21])=[O:20]. The catalyst class is: 645. (2) Reactant: [N:1]1([C:7]2([C:11]([O:13][CH2:14][CH3:15])=[O:12])[CH2:10][CH2:9]C2)[CH2:6][CH2:5][NH:4][CH2:3][CH2:2]1.C(N(CC)CC)C.[Cl:23][C:24]1[CH:29]=[CH:28][CH:27]=[CH:26][C:25]=1[S:30](Cl)(=[O:32])=[O:31].C([O-])(O)=O.[Na+]. Product: [Cl:23][C:24]1[CH:29]=[CH:28][CH:27]=[CH:26][C:25]=1[S:30]([N:4]1[CH2:3][CH2:2][N:1]([C:7]2([C:11]([O:13][CH2:14][CH3:15])=[O:12])[CH2:10][CH2:9]2)[CH2:6][CH2:5]1)(=[O:32])=[O:31]. The catalyst class is: 2.